Task: Predict the reaction yield, written as a fraction of the theoretical maximum amount of product (1.0 means a 100% yield; for example, 0.34 means a 34% yield).. Dataset: Reaction yield outcomes from USPTO patents with 853,638 reactions The reactants are [Br:1][C:2]1[CH:11]=[CH:10][C:9]2[C:4](=[CH:5][CH:6]=[C:7]([O:12][CH2:13][CH2:14]Br)[CH:8]=2)[CH:3]=1.[NH:16]1[CH2:20][CH2:19][CH2:18][CH2:17]1. The product is [Br:1][C:2]1[CH:3]=[C:4]2[C:9](=[CH:10][CH:11]=1)[CH:8]=[C:7]([O:12][CH2:13][CH2:14][N:16]1[CH2:20][CH2:19][CH2:18][CH2:17]1)[CH:6]=[CH:5]2. No catalyst specified. The yield is 0.980.